Dataset: Full USPTO retrosynthesis dataset with 1.9M reactions from patents (1976-2016). Task: Predict the reactants needed to synthesize the given product. (1) Given the product [CH:1]1([CH2:4][N:5]2[CH2:30][CH2:29][C@:12]34[C:13]5[C:14]6[O:28][C@H:11]3[C:10](=[CH2:31])[CH2:9][CH2:8][C@@:7]4([O:32][CH2:33][CH2:34][CH2:35][C:36]3[CH:37]=[CH:38][CH:39]=[CH:40][CH:41]=3)[C@H:6]2[CH2:19][C:18]=5[CH:17]=[CH:16][C:15]=6[OH:20])[CH2:2][CH2:3]1, predict the reactants needed to synthesize it. The reactants are: [CH:1]1([CH2:4][N:5]2[CH2:30][CH2:29][C@:12]34[C:13]5[C:14]6[O:28][C@H:11]3[C:10](=[CH2:31])[CH2:9][CH2:8][C@@:7]4([O:32][CH2:33][CH2:34][CH2:35][C:36]3[CH:41]=[CH:40][CH:39]=[CH:38][CH:37]=3)[C@H:6]2[CH2:19][C:18]=5[CH:17]=[CH:16][C:15]=6[O:20]CC2C=CC=CC=2)[CH2:3][CH2:2]1.C(O)(C(F)(F)F)=O. (2) Given the product [ClH:27].[Br:1][C:2]1[CH:20]=[N:19][C:5]2[N:6]=[C:7]([N:13]3[CH2:16][CH:15]([NH:17][CH3:18])[CH2:14]3)[C:8]3[N:9]([CH:10]=[N:11][N:12]=3)[C:4]=2[CH:3]=1, predict the reactants needed to synthesize it. The reactants are: [Br:1][C:2]1[CH:20]=[N:19][C:5]2[N:6]=[C:7]([N:13]3[CH2:16][CH:15]([NH:17][CH3:18])[CH2:14]3)[C:8]3[N:9]([CH:10]=[N:11][N:12]=3)[C:4]=2[CH:3]=1.O1CCOCC1.[ClH:27]. (3) Given the product [CH3:23][C:11]1[C:10]2[C:14](=[CH:15][C:7]([C:33]([O:35][CH3:26])=[O:34])=[CH:8][CH:9]=2)[N:13]([S:16]([C:19]([F:22])([F:21])[F:20])(=[O:18])=[O:17])[N:12]=1, predict the reactants needed to synthesize it. The reactants are: FC(F)(F)S(O[C:7]1[CH:15]=[C:14]2[C:10]([C:11]([CH3:23])=[N:12][N:13]2[S:16]([C:19]([F:22])([F:21])[F:20])(=[O:18])=[O:17])=[CH:9][CH:8]=1)(=O)=O.[CH2:26](N(CC)CC)C.[CH3:33][OH:34].[OH2:35].